From a dataset of Forward reaction prediction with 1.9M reactions from USPTO patents (1976-2016). Predict the product of the given reaction. (1) The product is: [OH:17][C:16]1[C:11]([C:9]([NH:8][CH2:7][C:6]([OH:19])=[O:5])=[O:10])=[N:12][CH:13]=[C:14]([OH:18])[CH:15]=1. Given the reactants C([O:5][C:6](=[O:19])[CH2:7][NH:8][C:9]([C:11]1[C:16]([OH:17])=[CH:15][C:14]([OH:18])=[CH:13][N:12]=1)=[O:10])(C)(C)C.FC(F)(F)C(O)=O, predict the reaction product. (2) Given the reactants [Li]CCCC.CN(C)CCN(C)C.[CH2:14]([C:17]1[C:30]2[CH2:29][C:28]3[C:23](=[C:24]([CH2:40][CH2:41][CH3:42])[C:25]([CH2:37][CH2:38][CH3:39])=[C:26]([CH2:34][CH2:35][CH3:36])[C:27]=3[CH2:31][CH2:32][CH3:33])[CH2:22][C:21]=2[C:20]([CH2:43][CH2:44][CH3:45])=[C:19]([CH2:46][CH2:47][CH3:48])[C:18]=1[CH2:49][CH2:50][CH3:51])[CH2:15][CH3:16].CI, predict the reaction product. The product is: [CH2:43]([C:20]1[C:21]2[C:30](=[CH:29][C:28]3[C:23]([CH:22]=2)=[C:24]([CH2:40][CH2:41][CH3:42])[C:25]([CH2:37][CH2:38][CH3:39])=[C:26]([CH2:34][CH2:35][CH3:36])[C:27]=3[CH2:31][CH2:32][CH3:33])[C:17]([CH2:14][CH2:15][CH3:16])=[C:18]([CH2:49][CH2:50][CH3:51])[C:19]=1[CH2:46][CH2:47][CH3:48])[CH2:44][CH3:45].